From a dataset of Forward reaction prediction with 1.9M reactions from USPTO patents (1976-2016). Predict the product of the given reaction. (1) Given the reactants [C:1]([O:5][C:6]([N:8]1[CH2:13][CH2:12][N:11]2[C:14]([CH3:17])=[N:15][CH:16]=[C:10]2[CH:9]1[CH2:18][CH2:19][C:20]1[CH:25]=[CH:24][C:23]([C:26]([F:29])([F:28])[F:27])=[C:22]([F:30])[CH:21]=1)=[O:7])([CH3:4])([CH3:3])[CH3:2].C(Cl)[Cl:32].CO, predict the reaction product. The product is: [C:1]([O:5][C:6]([N:8]1[CH2:13][CH2:12][N:11]2[C:14]([CH3:17])=[N:15][C:16]([Cl:32])=[C:10]2[CH:9]1[CH2:18][CH2:19][C:20]1[CH:25]=[CH:24][C:23]([C:26]([F:28])([F:29])[F:27])=[C:22]([F:30])[CH:21]=1)=[O:7])([CH3:4])([CH3:2])[CH3:3]. (2) Given the reactants [Cl:1][C:2]1[CH:3]=[C:4]([CH:8]=[C:9]([OH:11])[CH:10]=1)[C:5]([OH:7])=[O:6].[CH3:12]O, predict the reaction product. The product is: [Cl:1][C:2]1[CH:3]=[C:4]([CH:8]=[C:9]([OH:11])[CH:10]=1)[C:5]([O:7][CH3:12])=[O:6]. (3) Given the reactants COC(=O)[C:4]1[CH:9]=[CH:8][CH:7]=[C:6]([CH2:10][O:11][C:12]2[CH:17]=[CH:16][C:15]([C:18]3[CH:23]=[C:22]([F:24])[C:21]([F:25])=[CH:20][C:19]=3[O:26][CH3:27])=[CH:14][CH:13]=2)[C:5]=1[NH:28][N:29]([C:36]([O:38]C(C)(C)C)=O)[C:30]1[CH:31]=[N:32][CH:33]=[CH:34][CH:35]=1.Cl, predict the reaction product. The product is: [F:25][C:21]1[C:22]([F:24])=[CH:23][C:18]([C:15]2[CH:14]=[CH:13][C:12]([O:11][CH2:10][C:6]3[CH:7]=[CH:8][CH:9]=[C:4]4[C:5]=3[NH:28][N:29]([C:30]3[CH:31]=[N:32][CH:33]=[CH:34][CH:35]=3)[C:36]4=[O:38])=[CH:17][CH:16]=2)=[C:19]([O:26][CH3:27])[CH:20]=1.